Dataset: Catalyst prediction with 721,799 reactions and 888 catalyst types from USPTO. Task: Predict which catalyst facilitates the given reaction. (1) Reactant: [NH2:1][C:2]1[CH:3]=[C:4]([C:8]2[S:9][C:10]3[N:11]=[CH:12][N:13]=[C:14]([NH:17][C:18]4[CH:23]=[CH:22][C:21]([O:24][C:25]5[CH:26]=[N:27][C:28]([CH3:31])=[CH:29][CH:30]=5)=[C:20]([CH3:32])[CH:19]=4)[C:15]=3[N:16]=2)[CH:5]=[CH:6][CH:7]=1.C(N(CC)CC)C.[CH3:40][O:41][CH2:42][C:43](Cl)=[O:44].C(=O)([O-])O.[Na+]. Product: [CH3:40][O:41][CH2:42][C:43]([NH:1][C:2]1[CH:7]=[CH:6][CH:5]=[C:4]([C:8]2[S:9][C:10]3[N:11]=[CH:12][N:13]=[C:14]([NH:17][C:18]4[CH:23]=[CH:22][C:21]([O:24][C:25]5[CH:26]=[N:27][C:28]([CH3:31])=[CH:29][CH:30]=5)=[C:20]([CH3:32])[CH:19]=4)[C:15]=3[N:16]=2)[CH:3]=1)=[O:44]. The catalyst class is: 7. (2) Product: [Cl:12][C:13]1[CH:18]=[CH:17][CH:16]=[C:15]([Cl:19])[C:14]=1[N:20]1[CH:31]=[CH:30][C:23]2[N:24]=[C:25]([NH:42][C:43]3[CH:48]=[CH:47][C:46]([N:49]4[CH2:54][CH2:53][N:52]([C:55]([O:57][C:58]([CH3:60])([CH3:59])[CH3:61])=[O:56])[CH2:51][CH2:50]4)=[C:45]([CH3:62])[CH:44]=3)[N:26]=[CH:27][C:22]=2[C:21]1=[O:32]. Reactant: C1C=C(Cl)C=C(C(OO)=O)C=1.[Cl:12][C:13]1[CH:18]=[CH:17][CH:16]=[C:15]([Cl:19])[C:14]=1[N:20]1[CH:31]=[CH:30][C:23]2[N:24]=[C:25](SC)[N:26]=[CH:27][C:22]=2[C:21]1=[O:32].CCN(C(C)C)C(C)C.[NH2:42][C:43]1[CH:48]=[CH:47][C:46]([N:49]2[CH2:54][CH2:53][N:52]([C:55]([O:57][C:58]([CH3:61])([CH3:60])[CH3:59])=[O:56])[CH2:51][CH2:50]2)=[C:45]([CH3:62])[CH:44]=1. The catalyst class is: 390. (3) Reactant: [H-].[Na+].[CH3:3][O:4][CH2:5][CH2:6][O:7]CCO.[CH2:11]([O:13][C:14](=[O:42])[CH2:15][CH2:16][CH2:17][CH2:18][CH2:19][O:20][CH2:21][CH2:22][O:23][CH2:24][CH2:25][O:26][CH2:27][CH2:28][O:29][CH2:30][CH2:31][O:32][CH2:33][CH2:34][O:35][CH2:36][CH2:37]S(C)(=O)=O)[CH3:12]. Product: [CH2:11]([O:13][C:14](=[O:42])[CH2:15][CH2:16][CH2:17][CH2:18][CH2:19][O:20][CH2:21][CH2:22][O:23][CH2:24][CH2:25][O:26][CH2:27][CH2:28][O:29][CH2:30][CH2:31][O:32][CH2:33][CH2:34][O:35][CH2:36][CH2:37][O:7][CH2:6][CH2:5][O:4][CH3:3])[CH3:12]. The catalyst class is: 11. (4) Reactant: [F:1][C:2]1[CH:7]=[CH:6][C:5]([S:8]([NH:11][CH:12]([CH2:15][CH3:16])[CH2:13][CH3:14])(=[O:10])=[O:9])=[CH:4][CH:3]=1.Br[CH2:18][C:19]1[CH:28]=[CH:27][C:22]([C:23]([O:25][CH3:26])=[O:24])=[C:21]([F:29])[CH:20]=1.C([O-])([O-])=O.[K+].[K+]. Product: [F:29][C:21]1[CH:20]=[C:19]([CH2:18][N:11]([CH:12]([CH2:15][CH3:16])[CH2:13][CH3:14])[S:8]([C:5]2[CH:4]=[CH:3][C:2]([F:1])=[CH:7][CH:6]=2)(=[O:10])=[O:9])[CH:28]=[CH:27][C:22]=1[C:23]([O:25][CH3:26])=[O:24]. The catalyst class is: 3. (5) Reactant: C(N1C=CN=C1)(N1C=CN=C1)=O.[CH2:13]([O:20][C:21]1[CH:29]=[C:28]([O:30][CH2:31][C:32]2[CH:37]=[CH:36][CH:35]=[CH:34][CH:33]=2)[C:27]([C:38]([CH3:40])=[CH2:39])=[CH:26][C:22]=1[C:23](O)=[O:24])[C:14]1[CH:19]=[CH:18][CH:17]=[CH:16][CH:15]=1.[CH3:41][N:42]1[CH2:47][CH2:46][N:45]([CH2:48][C:49]2[CH:50]=[C:51]3[C:55](=[CH:56][CH:57]=2)[CH2:54][NH:53][CH2:52]3)[CH2:44][CH2:43]1. Product: [CH2:13]([O:20][C:21]1[CH:29]=[C:28]([O:30][CH2:31][C:32]2[CH:33]=[CH:34][CH:35]=[CH:36][CH:37]=2)[C:27]([C:38]([CH3:40])=[CH2:39])=[CH:26][C:22]=1[C:23]([N:53]1[CH2:52][C:51]2[C:55](=[CH:56][CH:57]=[C:49]([CH2:48][N:45]3[CH2:46][CH2:47][N:42]([CH3:41])[CH2:43][CH2:44]3)[CH:50]=2)[CH2:54]1)=[O:24])[C:14]1[CH:15]=[CH:16][CH:17]=[CH:18][CH:19]=1. The catalyst class is: 3. (6) Reactant: [Cl:1][C:2]1[CH:11]=[C:10]2[C:5]([C:6](=[O:22])[NH:7][C:8]([N:12]3[CH:16]=[C:15]([C:17]([O:19]CC)=[O:18])[CH:14]=[N:13]3)=[N:9]2)=[CH:4][C:3]=1[N:23]1[CH2:32][CH2:31][C:30]2[C:25](=[CH:26][CH:27]=[CH:28][CH:29]=2)[CH2:24]1.[Li+].[OH-]. Product: [Cl:1][C:2]1[CH:11]=[C:10]2[C:5]([C:6](=[O:22])[NH:7][C:8]([N:12]3[CH:16]=[C:15]([C:17]([OH:19])=[O:18])[CH:14]=[N:13]3)=[N:9]2)=[CH:4][C:3]=1[N:23]1[CH2:32][CH2:31][C:30]2[C:25](=[CH:26][CH:27]=[CH:28][CH:29]=2)[CH2:24]1. The catalyst class is: 1. (7) The catalyst class is: 720. Product: [ClH:1].[CH3:28][C:27]1[C:22]([N:19]2[CH2:20][CH2:21][N:16]([C:14]([C:5]3[CH:4]=[CH:3][C:2]([N:32]4[C@H:31]([CH3:30])[CH2:35][O:34][C:33]4=[O:36])=[CH:7][C:6]=3[N:8]3[CH2:12][CH2:11][CH2:10][C:9]3=[O:13])=[O:15])[CH2:17][CH2:18]2)=[N:23][CH:24]=[C:25]([CH3:29])[CH:26]=1. Reactant: [Cl:1][C:2]1[CH:3]=[CH:4][C:5]([C:14]([N:16]2[CH2:21][CH2:20][N:19]([C:22]3[C:27]([CH3:28])=[CH:26][C:25]([CH3:29])=[CH:24][N:23]=3)[CH2:18][CH2:17]2)=[O:15])=[C:6]([N:8]2[CH2:12][CH2:11][CH2:10][C:9]2=[O:13])[CH:7]=1.[CH3:30][C@@H:31]1[CH2:35][O:34][C:33](=[O:36])[NH:32]1.C(=O)([O-])[O-].[Cs+].[Cs+].C(P(C(C)(C)C)C1C(C)=C(C)C(C)=C(C)C=1C1C(C(C)C)=CC(C(C)C)=CC=1C(C)C)(C)(C)C.